Task: Regression. Given two drug SMILES strings and cell line genomic features, predict the synergy score measuring deviation from expected non-interaction effect.. Dataset: NCI-60 drug combinations with 297,098 pairs across 59 cell lines (1) Drug 1: C1CCN(CC1)CCOC2=CC=C(C=C2)C(=O)C3=C(SC4=C3C=CC(=C4)O)C5=CC=C(C=C5)O. Drug 2: CC1=CC2C(CCC3(C2CCC3(C(=O)C)OC(=O)C)C)C4(C1=CC(=O)CC4)C. Cell line: MCF7. Synergy scores: CSS=4.91, Synergy_ZIP=0.451, Synergy_Bliss=3.70, Synergy_Loewe=-11.8, Synergy_HSA=-7.56. (2) Cell line: SF-268. Drug 1: CCCCCOC(=O)NC1=NC(=O)N(C=C1F)C2C(C(C(O2)C)O)O. Drug 2: C1=CC=C(C(=C1)C(C2=CC=C(C=C2)Cl)C(Cl)Cl)Cl. Synergy scores: CSS=-3.43, Synergy_ZIP=0.971, Synergy_Bliss=-1.26, Synergy_Loewe=-1.41, Synergy_HSA=-2.66. (3) Drug 1: CC12CCC(CC1=CCC3C2CCC4(C3CC=C4C5=CN=CC=C5)C)O. Drug 2: C1=C(C(=O)NC(=O)N1)F. Cell line: SK-OV-3. Synergy scores: CSS=13.7, Synergy_ZIP=3.15, Synergy_Bliss=1.48, Synergy_Loewe=-0.533, Synergy_HSA=1.48. (4) Drug 1: CC1=C2C(C(=O)C3(C(CC4C(C3C(C(C2(C)C)(CC1OC(=O)C(C(C5=CC=CC=C5)NC(=O)OC(C)(C)C)O)O)OC(=O)C6=CC=CC=C6)(CO4)OC(=O)C)O)C)O. Drug 2: CC1=C(C(=O)C2=C(C1=O)N3CC4C(C3(C2COC(=O)N)OC)N4)N. Cell line: NCI-H226. Synergy scores: CSS=41.9, Synergy_ZIP=-3.30, Synergy_Bliss=-3.54, Synergy_Loewe=-12.9, Synergy_HSA=-3.69. (5) Drug 1: CCC1(CC2CC(C3=C(CCN(C2)C1)C4=CC=CC=C4N3)(C5=C(C=C6C(=C5)C78CCN9C7C(C=CC9)(C(C(C8N6C=O)(C(=O)OC)O)OC(=O)C)CC)OC)C(=O)OC)O.OS(=O)(=O)O. Drug 2: CC1C(C(CC(O1)OC2CC(CC3=C2C(=C4C(=C3O)C(=O)C5=CC=CC=C5C4=O)O)(C(=O)C)O)N)O. Cell line: OVCAR-8. Synergy scores: CSS=39.7, Synergy_ZIP=3.70, Synergy_Bliss=5.16, Synergy_Loewe=3.26, Synergy_HSA=5.78. (6) Drug 1: C1=CC(=CC=C1CCC2=CNC3=C2C(=O)NC(=N3)N)C(=O)NC(CCC(=O)O)C(=O)O. Drug 2: C1CC(C1)(C(=O)O)C(=O)O.[NH2-].[NH2-].[Pt+2]. Cell line: SN12C. Synergy scores: CSS=19.7, Synergy_ZIP=-10.6, Synergy_Bliss=-8.09, Synergy_Loewe=-5.14, Synergy_HSA=-2.95. (7) Drug 1: C1=NC2=C(N1)C(=S)N=CN2. Drug 2: C1C(C(OC1N2C=NC3=C2NC=NCC3O)CO)O. Cell line: MALME-3M. Synergy scores: CSS=24.0, Synergy_ZIP=0.127, Synergy_Bliss=4.11, Synergy_Loewe=-1.31, Synergy_HSA=3.54. (8) Drug 1: CC1=C(C=C(C=C1)NC(=O)C2=CC=C(C=C2)CN3CCN(CC3)C)NC4=NC=CC(=N4)C5=CN=CC=C5. Drug 2: CC=C1C(=O)NC(C(=O)OC2CC(=O)NC(C(=O)NC(CSSCCC=C2)C(=O)N1)C(C)C)C(C)C. Cell line: MDA-MB-435. Synergy scores: CSS=41.7, Synergy_ZIP=1.73, Synergy_Bliss=-3.05, Synergy_Loewe=-64.8, Synergy_HSA=-5.58.